From a dataset of Reaction yield outcomes from USPTO patents with 853,638 reactions. Predict the reaction yield, written as a fraction of the theoretical maximum amount of product (1.0 means a 100% yield; for example, 0.34 means a 34% yield). The reactants are Br[C:2]1[CH:3]=[C:4]([C:9]2[C:10]([C:20]3[CH:25]=[CH:24][CH:23]=[C:22]([CH3:26])[N:21]=3)=[N:11][N:12]([S:14]([N:17]([CH3:19])[CH3:18])(=[O:16])=[O:15])[CH:13]=2)[CH:5]=[CH:6][C:7]=1[F:8].[B:27]1([B:27]2[O:31][C:30]([CH3:33])([CH3:32])[C:29]([CH3:35])([CH3:34])[O:28]2)[O:31][C:30]([CH3:33])([CH3:32])[C:29]([CH3:35])([CH3:34])[O:28]1.C([O-])(=O)C.[K+]. The catalyst is CN(C)C=O. The product is [F:8][C:7]1[CH:6]=[CH:5][C:4]([C:9]2[C:10]([C:20]3[CH:25]=[CH:24][CH:23]=[C:22]([CH3:26])[N:21]=3)=[N:11][N:12]([S:14]([N:17]([CH3:19])[CH3:18])(=[O:16])=[O:15])[CH:13]=2)=[CH:3][C:2]=1[B:27]1[O:31][C:30]([CH3:33])([CH3:32])[C:29]([CH3:35])([CH3:34])[O:28]1. The yield is 0.810.